From a dataset of Forward reaction prediction with 1.9M reactions from USPTO patents (1976-2016). Predict the product of the given reaction. (1) Given the reactants [O:1]=[C:2]1[NH:8][C:7]2[CH:9]=[CH:10][CH:11]=[CH:12][C:6]=2[N:5]2[CH2:13][CH2:14][N:15](C(OC(C)(C)C)=O)[CH2:16][CH:4]2[CH2:3]1.[H-].[Na+].[CH3:26]I.Cl, predict the reaction product. The product is: [CH3:26][N:8]1[C:7]2[CH:9]=[CH:10][CH:11]=[CH:12][C:6]=2[N:5]2[CH2:13][CH2:14][NH:15][CH2:16][CH:4]2[CH2:3][C:2]1=[O:1]. (2) Given the reactants [C:1]([OH:7])([C:3]([F:6])([F:5])[F:4])=[O:2].C(OC([N:15]1[CH2:19][CH2:18][CH2:17][C@H:16]1[C:20]1[NH:21][CH:22]=[C:23]([C:25]2[CH:26]=[C:27]3[C:32](=[CH:33][CH:34]=2)[CH:31]=[C:30]([C:35]2[CH:40]=[CH:39][C:38]([C:41]4[NH:45][C:44]([C@@H:46]5[CH2:50][CH2:49][CH2:48][N:47]5C(OC(C)(C)C)=O)=[N:43][CH:42]=4)=[CH:37][CH:36]=2)[CH:29]=[CH:28]3)[N:24]=1)=O)(C)(C)C, predict the reaction product. The product is: [C:1]([OH:7])([C:3]([F:6])([F:5])[F:4])=[O:2].[NH:47]1[CH2:48][CH2:49][CH2:50][C@H:46]1[C:44]1[NH:45][C:41]([C:38]2[CH:39]=[CH:40][C:35]([C:30]3[CH:29]=[CH:28][C:27]4[C:32](=[CH:33][CH:34]=[C:25]([C:23]5[NH:24][C:20]([C@@H:16]6[CH2:17][CH2:18][CH2:19][NH:15]6)=[N:21][CH:22]=5)[CH:26]=4)[CH:31]=3)=[CH:36][CH:37]=2)=[CH:42][N:43]=1. (3) Given the reactants [CH3:1][CH2:2][N:3]([CH:7]([CH3:9])C)[CH:4]([CH3:6])C.CN([C:13]([O:17][N:18]1N=NC2C=CC=[N:24][C:19]1=2)=[N+:14](C)C)C.F[P-](F)(F)(F)(F)F, predict the reaction product. The product is: [CH2:9]1[CH:6]2[CH:1]([C:13]3[O:17][N:18]=[C:19]([NH2:24])[N:14]=3)[CH2:2][N:3]([CH2:4]2)[CH2:7]1. (4) The product is: [NH2:20][CH2:23][C@@H:24]1[CH:28]=[CH:27][CH2:26][N:25]1[C:29]([C:31]1[CH:36]=[CH:35][CH:34]=[CH:33][CH:32]=1)=[O:30]. Given the reactants C1(P(C2C=CC=CC=2)C2C=CC=CC=2)C=CC=CC=1.[N:20]([CH2:23][C@@H:24]1[CH:28]=[CH:27][CH2:26][N:25]1[C:29]([C:31]1[CH:36]=[CH:35][CH:34]=[CH:33][CH:32]=1)=[O:30])=[N+]=[N-].O, predict the reaction product. (5) The product is: [CH:1]([CH:4]1[C:9]([O:10][CH3:11])=[N:8][CH:7]([CH2:12][CH2:13][O:23][CH2:24][C:25]([F:28])([F:27])[F:26])[C:6]([O:18][CH3:19])=[N:5]1)([CH3:2])[CH3:3]. Given the reactants [CH:1]([CH:4]1[C:9]([O:10][CH3:11])=[N:8][CH:7]([CH2:12][CH2:13]C(F)(F)F)[C:6]([O:18][CH3:19])=[N:5]1)([CH3:3])[CH3:2].BrCC[O:23][CH2:24][C:25]([F:28])([F:27])[F:26], predict the reaction product. (6) Given the reactants [F:1][C:2]1[CH:7]=[CH:6][CH:5]=[CH:4][C:3]=1B(O)O.Br[C:12]1[CH:17]=[CH:16][C:15]([C:18]2[O:19][C:20]([CH3:31])=[C:21]([CH2:23][CH2:24][N:25]3[CH2:29][CH2:28][CH2:27][C@H:26]3[CH3:30])[N:22]=2)=[CH:14][CH:13]=1, predict the reaction product. The product is: [F:1][C:2]1[CH:7]=[CH:6][CH:5]=[CH:4][C:3]=1[C:12]1[CH:17]=[CH:16][C:15]([C:18]2[O:19][C:20]([CH3:31])=[C:21]([CH2:23][CH2:24][N:25]3[CH2:29][CH2:28][CH2:27][C@H:26]3[CH3:30])[N:22]=2)=[CH:14][CH:13]=1. (7) Given the reactants [C:1]([C:3]1[CH:4]=[N:5][C:6]2[C:11]([CH:12]=1)=[CH:10][CH:9]=[C:8]([O:13]C)[CH:7]=2)#[N:2].[Cl-].[Cl-].[Cl-].[Al+3], predict the reaction product. The product is: [C:1]([C:3]1[CH:4]=[N:5][C:6]2[C:11]([CH:12]=1)=[CH:10][CH:9]=[C:8]([OH:13])[CH:7]=2)#[N:2].